From a dataset of Full USPTO retrosynthesis dataset with 1.9M reactions from patents (1976-2016). Predict the reactants needed to synthesize the given product. (1) Given the product [OH:11][C:8]1[C:5]([CH:6]=[O:7])=[CH:4][C:3]([O:2][CH3:1])=[N:10][CH:9]=1, predict the reactants needed to synthesize it. The reactants are: [CH3:1][O:2][C:3]1[CH:4]=[C:5]([C:8]([O:11]COC)=[CH:9][N:10]=1)[CH:6]=[O:7].Cl. (2) Given the product [Cl:1][C:2]1[CH:3]=[C:4]([CH:7]=[CH:8][C:9]=1[O:10][CH3:11])[CH:5]=[O:6], predict the reactants needed to synthesize it. The reactants are: [Cl:1][C:2]1[CH:3]=[C:4]([CH:7]=[CH:8][C:9]=1[OH:10])[CH:5]=[O:6].[C:11]([O-])([O-])=O.[K+].[K+].CI. (3) The reactants are: [F:1][C:2]([F:34])([F:33])[C:3]1[CH:28]=[C:27]([C:29]([F:32])([F:31])[F:30])[CH:26]=[CH:25][C:4]=1[CH2:5][N:6]1[C:14]2[C:9](=[CH:10][C:11]([CH:15]=[C:16]3[S:20][C:19](SCC)=[N:18][C:17]3=[O:24])=[CH:12][CH:13]=2)[CH:8]=[N:7]1.[NH:35]1[CH2:40][CH2:39][CH:38]([C:41]([OH:43])=[O:42])[CH2:37][CH2:36]1. Given the product [F:34][C:2]([F:1])([F:33])[C:3]1[CH:28]=[C:27]([C:29]([F:30])([F:32])[F:31])[CH:26]=[CH:25][C:4]=1[CH2:5][N:6]1[C:14]2[C:9](=[CH:10][C:11]([CH:15]=[C:16]3[S:20][C:19]([N:35]4[CH2:40][CH2:39][CH:38]([C:41]([OH:43])=[O:42])[CH2:37][CH2:36]4)=[N:18][C:17]3=[O:24])=[CH:12][CH:13]=2)[CH:8]=[N:7]1, predict the reactants needed to synthesize it.